From a dataset of Full USPTO retrosynthesis dataset with 1.9M reactions from patents (1976-2016). Predict the reactants needed to synthesize the given product. The reactants are: Cl[C:2]1[C:11]2[C:6](=[CH:7][C:8]([O:14][CH2:15][CH2:16][CH2:17][S:18]([CH3:21])(=[O:20])=[O:19])=[C:9]([O:12][CH3:13])[CH:10]=2)[N:5]=[CH:4][N:3]=1.[OH:22][C:23]1[CH:24]=[C:25]2[C:29](=[CH:30][CH:31]=1)[NH:28][CH:27]=[CH:26]2. Given the product [NH:28]1[C:29]2[C:25](=[CH:24][C:23]([O:22][C:2]3[C:11]4[C:6](=[CH:7][C:8]([O:14][CH2:15][CH2:16][CH2:17][S:18]([CH3:21])(=[O:20])=[O:19])=[C:9]([O:12][CH3:13])[CH:10]=4)[N:5]=[CH:4][N:3]=3)=[CH:31][CH:30]=2)[CH:26]=[CH:27]1, predict the reactants needed to synthesize it.